Binary Classification. Given a T-cell receptor sequence (or CDR3 region) and an epitope sequence, predict whether binding occurs between them. From a dataset of TCR-epitope binding with 47,182 pairs between 192 epitopes and 23,139 TCRs. (1) The epitope is KLWAQCVQL. The TCR CDR3 sequence is CASTIGDADWNTIYF. Result: 1 (the TCR binds to the epitope). (2) Result: 0 (the TCR does not bind to the epitope). The epitope is LLFNKVTLA. The TCR CDR3 sequence is CASSLSRTGFYEQYF. (3) The epitope is LPRRSGAAGA. The TCR CDR3 sequence is CASSLAGPGLSTEAFF. Result: 1 (the TCR binds to the epitope). (4) The epitope is LPPAYTNSF. The TCR CDR3 sequence is CASSLRGLAFTSSYNEQFF. Result: 0 (the TCR does not bind to the epitope). (5) The epitope is ARMILMTHF. The TCR CDR3 sequence is CASSLSFDSPLHF. Result: 0 (the TCR does not bind to the epitope). (6) The epitope is QECVRGTTVL. The TCR CDR3 sequence is CAWSDSMWNEQFF. Result: 0 (the TCR does not bind to the epitope).